From a dataset of NCI-60 drug combinations with 297,098 pairs across 59 cell lines. Regression. Given two drug SMILES strings and cell line genomic features, predict the synergy score measuring deviation from expected non-interaction effect. (1) Drug 1: CCC1=CC2CC(C3=C(CN(C2)C1)C4=CC=CC=C4N3)(C5=C(C=C6C(=C5)C78CCN9C7C(C=CC9)(C(C(C8N6C)(C(=O)OC)O)OC(=O)C)CC)OC)C(=O)OC.C(C(C(=O)O)O)(C(=O)O)O. Drug 2: C1C(C(OC1N2C=C(C(=O)NC2=O)F)CO)O. Cell line: EKVX. Synergy scores: CSS=2.61, Synergy_ZIP=-4.86, Synergy_Bliss=-8.76, Synergy_Loewe=-13.8, Synergy_HSA=-7.18. (2) Drug 1: CCC1=CC2CC(C3=C(CN(C2)C1)C4=CC=CC=C4N3)(C5=C(C=C6C(=C5)C78CCN9C7C(C=CC9)(C(C(C8N6C)(C(=O)OC)O)OC(=O)C)CC)OC)C(=O)OC.C(C(C(=O)O)O)(C(=O)O)O. Drug 2: COC1=NC(=NC2=C1N=CN2C3C(C(C(O3)CO)O)O)N. Cell line: SF-295. Synergy scores: CSS=29.7, Synergy_ZIP=-5.56, Synergy_Bliss=-1.11, Synergy_Loewe=-24.6, Synergy_HSA=-1.65. (3) Drug 1: C1CC(=O)NC(=O)C1N2CC3=C(C2=O)C=CC=C3N. Drug 2: CC1C(C(CC(O1)OC2CC(CC3=C2C(=C4C(=C3O)C(=O)C5=C(C4=O)C(=CC=C5)OC)O)(C(=O)CO)O)N)O.Cl. Cell line: U251. Synergy scores: CSS=42.8, Synergy_ZIP=2.56, Synergy_Bliss=1.93, Synergy_Loewe=-14.7, Synergy_HSA=2.29. (4) Drug 1: CC1=C2C(C(=O)C3(C(CC4C(C3C(C(C2(C)C)(CC1OC(=O)C(C(C5=CC=CC=C5)NC(=O)OC(C)(C)C)O)O)OC(=O)C6=CC=CC=C6)(CO4)OC(=O)C)OC)C)OC. Drug 2: C1C(C(OC1N2C=C(C(=O)NC2=O)F)CO)O. Cell line: SK-MEL-5. Synergy scores: CSS=40.9, Synergy_ZIP=-7.70, Synergy_Bliss=-6.77, Synergy_Loewe=-1.03, Synergy_HSA=0.742. (5) Drug 1: CN(C)N=NC1=C(NC=N1)C(=O)N. Drug 2: CC1=C(N=C(N=C1N)C(CC(=O)N)NCC(C(=O)N)N)C(=O)NC(C(C2=CN=CN2)OC3C(C(C(C(O3)CO)O)O)OC4C(C(C(C(O4)CO)O)OC(=O)N)O)C(=O)NC(C)C(C(C)C(=O)NC(C(C)O)C(=O)NCCC5=NC(=CS5)C6=NC(=CS6)C(=O)NCCC[S+](C)C)O. Cell line: MOLT-4. Synergy scores: CSS=36.6, Synergy_ZIP=-1.61, Synergy_Bliss=4.48, Synergy_Loewe=0.468, Synergy_HSA=0.357. (6) Drug 1: CCCS(=O)(=O)NC1=C(C(=C(C=C1)F)C(=O)C2=CNC3=C2C=C(C=N3)C4=CC=C(C=C4)Cl)F. Drug 2: C1CN(P(=O)(OC1)NCCCl)CCCl. Cell line: MDA-MB-231. Synergy scores: CSS=1.04, Synergy_ZIP=0.400, Synergy_Bliss=4.95, Synergy_Loewe=2.76, Synergy_HSA=2.90. (7) Drug 2: C1=NC2=C(N1)C(=S)N=CN2. Synergy scores: CSS=44.9, Synergy_ZIP=-7.44, Synergy_Bliss=-6.93, Synergy_Loewe=-11.7, Synergy_HSA=-2.86. Drug 1: COC1=CC(=CC(=C1O)OC)C2C3C(COC3=O)C(C4=CC5=C(C=C24)OCO5)OC6C(C(C7C(O6)COC(O7)C8=CC=CS8)O)O. Cell line: U251. (8) Drug 1: COC1=C(C=C2C(=C1)N=CN=C2NC3=CC(=C(C=C3)F)Cl)OCCCN4CCOCC4. Drug 2: CC12CCC3C(C1CCC2O)C(CC4=C3C=CC(=C4)O)CCCCCCCCCS(=O)CCCC(C(F)(F)F)(F)F. Cell line: HCC-2998. Synergy scores: CSS=11.0, Synergy_ZIP=-2.09, Synergy_Bliss=1.15, Synergy_Loewe=-1.42, Synergy_HSA=-1.13. (9) Drug 1: C1C(C(OC1N2C=C(C(=O)NC2=O)F)CO)O. Drug 2: CC1=C(C=C(C=C1)C(=O)NC2=CC(=CC(=C2)C(F)(F)F)N3C=C(N=C3)C)NC4=NC=CC(=N4)C5=CN=CC=C5. Cell line: LOX IMVI. Synergy scores: CSS=12.7, Synergy_ZIP=-5.84, Synergy_Bliss=-0.0768, Synergy_Loewe=-26.5, Synergy_HSA=-3.25. (10) Drug 1: COC1=C(C=C2C(=C1)N=CN=C2NC3=CC(=C(C=C3)F)Cl)OCCCN4CCOCC4. Drug 2: CCC1(CC2CC(C3=C(CCN(C2)C1)C4=CC=CC=C4N3)(C5=C(C=C6C(=C5)C78CCN9C7C(C=CC9)(C(C(C8N6C=O)(C(=O)OC)O)OC(=O)C)CC)OC)C(=O)OC)O.OS(=O)(=O)O. Cell line: BT-549. Synergy scores: CSS=62.1, Synergy_ZIP=11.2, Synergy_Bliss=10.7, Synergy_Loewe=9.73, Synergy_HSA=12.6.